From a dataset of Human Reference Interactome with 51,813 positive PPI pairs across 8,248 proteins, plus equal number of experimentally-validated negative pairs. Binary Classification. Given two protein amino acid sequences, predict whether they physically interact or not. (1) Protein 1 (ENSG00000112782) has sequence MNDEDYSTIYDTIQNERTYEVPDQPEENESPHYDDVHEYLRPENDLYATQLNTHEYDFVSVYTIKGEETSLASVQSEDRGYLLPDEIYSELQEAHPGEPQEDRGISMEGLYSSTQDQQLCAAELQENGSVMKEDLPSPSSFTIQHSKAFSTTKYSCYSDAEGLEEKEGAHMNPEIYLFVKAGIDGESIGNCPFSQRLFMILWLKGVVFNVTTVDLKRKPADLHNLAPGTHPPFLTFNGDVKTDVNKIEEFLEETLTPEKYPKLAAKHRESNTAGIDIFSKFSAYIKNTKQQNNAALERGL.... Protein 2 (ENSG00000104897) has sequence MDFQHRPGGKTGSGGVASSSESNRDRRERLRQLALETIDINKDPYFMKNHLGSYECKLCLTLHNNEGSYLAHTQGKKHQTNLARRAAKEAKEAPAQPAPEKVKVEVKKFVKIGRPGYKVTKQRDSEMGQQSLLFQIDYPEIAEGIMPRHRFMSAYEQRIEPPDRRWQYLLMAAEPYETIAFKVPSREIDKAEGKFWTHWNRETKQFFLQFHFKMEKPPAPPSLPAGPPGVKRPPPPLMNGLPPRPPLPESLPPPPPGGLPLPPMPPTGPAPSGPPGPPQLPPPAPGVHPPAPVVHPPASG.... Result: 0 (the proteins do not interact). (2) Protein 1 (ENSG00000178741) has sequence MLGAALRRCAVAATTRADPRGLLHSARTPGPAVAIQSVRCYSHGSQETDEEFDARWVTYFNKPDIDAWELRKGINTLVTYDMVPEPKIIDAALRACRRLNDFASTVRILEVVKDKAGPHKEIYPYVIQELRPTLNELGISTPEELGLDKV*MLGAALRRCAVAATTRADPRGLLHSARTPGPAVAIQSVRCYSHGSQETDEEFDARWVTYFNKPDIDAWELRKDGLPQGFIDIAT*MLGAALRRCAVAATTRADPRGLLHSARTPGPAVGINTLVTYDMVPEPKIIDAALRACRRLNDFA.... Protein 2 (ENSG00000114988) has sequence MAATLGPLGSWQQWRRCLSARDGSRMLLLLLLLGSGQGPQQVGAGQTFEYLKREHSLSKPYQGVGTGSSSLWNLMGNAMVMTQYIRLTPDMQSKQGALWNRVPCFLRDWELQVHFKIHGQGKKNLHGDGLAIWYTKDRMQPGPVFGNMDKFVGLGVFVDTYPNEEKQQERVFPYISAMVNNGSLSYDHERDGRPTELGGCTAIVRNLHYDTFLVIRYVKRHLTIMMDIDGKHEWRDCIEVPGVRLPRGYYFGTSSITGDLSDNHDVISLKLFELTVERTPEEEKLHRDVFLPSVDNMKLP.... Result: 0 (the proteins do not interact). (3) Result: 0 (the proteins do not interact). Protein 1 (ENSG00000136044) has sequence MPAVDKLLLEEALQDSPQTRSLLSVFEEDAGTLTDYTNQLLQAMQRVYGAQNEMCLATQQLSKQLLAYEKQNFALGKGDEEVISTLHYFSKVVDELNLLHTELAKQLADTMVLPIIQFREKDLTEVSTLKDLFGLASNEHDLSMAKYSRLPKKKENEKVKTEVGKEVAAARRKQHLSSLQYYCALNALQYRKQMAMMEPMIGFAHGQINFFKKGAEMFSKRMDSFLSSVADMVQSIQVELEAEAEKMRVSQQELLSVDESVYTPDSDVAAPQINRNLIQKAGYLNLRNKTGLVTTTWERL.... Protein 2 (ENSG00000137075) has sequence MACKISPGANSASLPGHPNKVICERVRLQSLFPLLPSDQNTTVQEDAHFKAFFQSEDSPSPKRQRLSHSVFDYTSASPAPSPPMRPWEMTSNRQPPSVRPSQHHFSGERCNTPARNRRSPPVRRQRGRRDRLSRHNSISQDENYHHLPYAQQQAIEEPRAFHPPNVSPRLLHPAAHPPQQNAVMVDIHDQLHQGTVPVSYTVTTVAPHGIPLCTGQHIPACSTQQVPGCSVVFSGQHLPVCSVPPPMLQACSVQHLPVPYAAFPPLISSDPFLIHPPHLSPHHPPHLPPPGQFVPFQTQQ.... (4) Protein 1 (ENSG00000196405) has sequence MSEQSICQARASVMVYDDTSKKWVPIKPGQQGFSRINIYHNTASNTFRVVGVKLQDQQVVINYSIVKGLKYNQATPTFHQWRDARQVYGLNFASKEEATTFSNAMLFALNIMNSQEGGPSSQRQVQNGPSPDEMDIQRRQVMEQHQQQRQESLERRTSATGPILPPGHPSSAASAPVSCSGPPPPPPPPVPPPPTGATPPPPPPLPAGGAQGSSHDESSMSGLAAAIAGAKLRRVQRPEDASGGSSPSGTSKSDANRASSGGGGGGLMEEMNKLLAKRRKAASQSDKPAEKKEDESQMED.... Protein 2 (ENSG00000148935) has sequence MCTALSPKVRSGPGLSDMHQYSQWLASRHEANLLPMKEDLALWLTNLLGKEITAETFMEKLDNGALLCQLAETMQEKFKESMDANKPTKNLPLKKIPCKTSAPSGSFFARDNTANFLSWCRDLGVDETCLFESEGLVLHKQPREVCLCLLELGRIAARYGVEPPGLIKLEKEIEQEETLSAPSPSPSPSSKSSGKKSTGNLLDDAVKRISEDPPCKCPNKFCVERLSQGRYRVGEKILFIRMLHNKHVMVRVGGGWETFAGYLLKHDPCRMLQISRVDGKTSPIQSKSPTLKDMNPDNYL.... Result: 0 (the proteins do not interact). (5) Protein 1 (ENSG00000176029) has sequence MESSTGPRMPLLKYCSVATSLKAPGWDGAAPPWDLSFTYPFALQAPWLTGHKPLARHASSCPCLHVADPAWQGPGWLGRAGDAANTWVLARREADGFYYRAQIKATPELERQGVLLVEFEAPLVAGPKLPAQQQRVVLEEDVIPLSPSVGYSLRPGDKVLALWEPGQQQYGPGTVLLGLEMRDPQRASKEKEITVHFWNGKAAKVPLGGVQSVSLTIWKKAVERLHKSFTREHPRPLHWAPCCSLLGPITGRITNELPPDAPFLCPLCHHHACCQLLCQGCLCGCPPCGTTWWPLTRTSE.... Protein 2 (ENSG00000203778) has sequence MPFQFGTQPRRFPVEGGDSSIELEPGLSSSAACNGKEMSPTRQLRRCPGSHCLTITDVPVTVYATTRKPPAQSSKEMHPK*. Result: 0 (the proteins do not interact). (6) Protein 1 (ENSG00000187021) has sequence MLIFWTITLFLLGAAKGKEVCYEDLGCFSDTEPWGGTAIRPLKILPWSPEKIGTRFLLYTNENPNNFQILLLSDPSTIEASNFQMDRKTRFIIHGFIDKGDESWVTDMCKKLFEVEEVNCICVDWKKGSQATYTQAANNVRVVGAQVAQMLDILLTEYSYPPSKVHLIGHSLGAHVAGEAGSKTPGLSRITGLDPVEASFESTPEEVRLDPSDADFVDVIHTDAAPLIPFLGFGTNQQMGHLDFFPNGGESMPGCKKNALSQIVDLDGIWAGTRDFVACNHLRSYKYYLESILNPDGFAA.... Protein 2 (ENSG00000095397) has sequence MANSAGFLGDLTTEGINKPGFYKGPAGSQVTLSSLGNQTRVLLEEQARHLLNEQEHATMAYYLDEYRGGSVSVEALVMALFKLLNTHAKFSLLSEVRGTISPQDLERFDHLVLRREIESMKARQPPGPGAGDTYSMVSYSDTGSSTGSHGTSTTVSSARNTLDLEETGEAVQGNINALPDVSVDDVRSTSQGLSSFKPLPRPPPLAQGNDLPLGQPRKLGREDLQPPSSMPSCSGTVFSAPQNRSPPAGTAPTPGTSSAQDLPSSPIYASVSPANPSSKRPLDAHLALVNQHPIGPFPRV.... Result: 0 (the proteins do not interact). (7) Protein 1 (ENSG00000136152) has sequence MAEAALLLLPEAAAERDAREKLALWDRRPDTTAPLTDRQTDSVLELKAAAENLPVPAELPIEDLCSLTSQSLPIELTSVVPESTEDILLKGFTSLGMEEERIETAQQFFSWFAKLQTQMDQDEGTKYRQMRDYLSGFQEQCDAILNDVNSALQHLESLQKQYLFVSNKTGTLHEACEQLLKEQSELVDLAENIQQKLSYFNELETINTKLNSPTLSVNSDGFIPMLAKLDDCITYISSHPNFKDYPIYLLKFKQCLSKALHLMKTYTVNTLQTLTSQLLKRDPSSVPNADNAFTLFYVKF.... Protein 2 (ENSG00000068383) has sequence MAGKAAAPGTAVLLVTANVGSLFDDPENLQKNWLREFYQVVHTHKPHFMALHCQEFGGKNYEASMSHVDKFVKELLSSDAMKEYNRARVYLDENYKSQEHFTALGSFYFLHESLKNIYQFDFKAKKYRKVAGKEIYSDTLESTPMLEKEKFPQDYFPECKWSRKGFIRTRWCIADCAFDLVNIHLFHDASNLVAWETSPSVYSGIRHKALGYVLDRIIDQRFEKVSYFVFGDFNFRLDSKSVVETLCTKATMQTVRAADTNEVVKLIFRESDNDRKVMLQLEKKLFDYFNQEVFRDNNGT.... Result: 0 (the proteins do not interact).